This data is from NCI-60 drug combinations with 297,098 pairs across 59 cell lines. The task is: Regression. Given two drug SMILES strings and cell line genomic features, predict the synergy score measuring deviation from expected non-interaction effect. (1) Drug 1: CN(C)N=NC1=C(NC=N1)C(=O)N. Drug 2: CCC1(C2=C(COC1=O)C(=O)N3CC4=CC5=C(C=CC(=C5CN(C)C)O)N=C4C3=C2)O.Cl. Cell line: SF-539. Synergy scores: CSS=39.1, Synergy_ZIP=-3.16, Synergy_Bliss=0.768, Synergy_Loewe=-22.0, Synergy_HSA=0.831. (2) Drug 1: CN1CCC(CC1)COC2=C(C=C3C(=C2)N=CN=C3NC4=C(C=C(C=C4)Br)F)OC. Drug 2: C1CN(P(=O)(OC1)NCCCl)CCCl. Cell line: DU-145. Synergy scores: CSS=9.86, Synergy_ZIP=-3.70, Synergy_Bliss=1.78, Synergy_Loewe=-10.8, Synergy_HSA=0.276. (3) Drug 1: C1=NC(=NC(=O)N1C2C(C(C(O2)CO)O)O)N. Drug 2: C(CN)CNCCSP(=O)(O)O. Cell line: ACHN. Synergy scores: CSS=34.6, Synergy_ZIP=-6.80, Synergy_Bliss=-3.28, Synergy_Loewe=-60.0, Synergy_HSA=-1.59. (4) Drug 1: CC1=C(C=C(C=C1)C(=O)NC2=CC(=CC(=C2)C(F)(F)F)N3C=C(N=C3)C)NC4=NC=CC(=N4)C5=CN=CC=C5. Drug 2: CCCCC(=O)OCC(=O)C1(CC(C2=C(C1)C(=C3C(=C2O)C(=O)C4=C(C3=O)C=CC=C4OC)O)OC5CC(C(C(O5)C)O)NC(=O)C(F)(F)F)O. Cell line: SF-295. Synergy scores: CSS=61.6, Synergy_ZIP=-0.511, Synergy_Bliss=0.262, Synergy_Loewe=-0.649, Synergy_HSA=1.67. (5) Drug 1: CC12CCC(CC1=CCC3C2CCC4(C3CC=C4C5=CN=CC=C5)C)O. Drug 2: CCC1(CC2CC(C3=C(CCN(C2)C1)C4=CC=CC=C4N3)(C5=C(C=C6C(=C5)C78CCN9C7C(C=CC9)(C(C(C8N6C)(C(=O)OC)O)OC(=O)C)CC)OC)C(=O)OC)O.OS(=O)(=O)O. Cell line: SK-MEL-5. Synergy scores: CSS=49.3, Synergy_ZIP=12.9, Synergy_Bliss=13.3, Synergy_Loewe=-38.6, Synergy_HSA=12.0. (6) Drug 1: CCN(CC)CCNC(=O)C1=C(NC(=C1C)C=C2C3=C(C=CC(=C3)F)NC2=O)C. Drug 2: CCCCC(=O)OCC(=O)C1(CC(C2=C(C1)C(=C3C(=C2O)C(=O)C4=C(C3=O)C=CC=C4OC)O)OC5CC(C(C(O5)C)O)NC(=O)C(F)(F)F)O. Cell line: T-47D. Synergy scores: CSS=45.7, Synergy_ZIP=4.66, Synergy_Bliss=3.14, Synergy_Loewe=-2.70, Synergy_HSA=1.45. (7) Drug 1: C1=CC(=CC=C1CCCC(=O)O)N(CCCl)CCCl. Drug 2: CCC1(C2=C(COC1=O)C(=O)N3CC4=CC5=C(C=CC(=C5CN(C)C)O)N=C4C3=C2)O.Cl. Cell line: SK-OV-3. Synergy scores: CSS=16.4, Synergy_ZIP=-5.06, Synergy_Bliss=-2.55, Synergy_Loewe=-1.79, Synergy_HSA=-0.563.